This data is from Full USPTO retrosynthesis dataset with 1.9M reactions from patents (1976-2016). The task is: Predict the reactants needed to synthesize the given product. Given the product [CH3:34][O:35][CH2:36][CH2:37][CH2:38][NH:39][S:28]([NH:31][C:32](=[O:33])[O:26][CH2:25][CH2:24][CH2:23][C:14]1[CH:15]=[CH:16][C:17]([O:19][CH:20]([CH3:21])[CH3:22])=[CH:18][C:13]=1[O:12][C:3]1[C:2]([Cl:1])=[CH:7][C:6]([C:8]([F:11])([F:10])[F:9])=[CH:5][N:4]=1)(=[O:30])=[O:29], predict the reactants needed to synthesize it. The reactants are: [Cl:1][C:2]1[C:3]([O:12][C:13]2[CH:18]=[C:17]([O:19][CH:20]([CH3:22])[CH3:21])[CH:16]=[CH:15][C:14]=2[CH2:23][CH2:24][CH2:25][OH:26])=[N:4][CH:5]=[C:6]([C:8]([F:11])([F:10])[F:9])[CH:7]=1.Cl[S:28]([N:31]=[C:32]=[O:33])(=[O:30])=[O:29].[CH3:34][O:35][CH2:36][CH2:37][CH2:38][NH2:39].Cl.